From a dataset of Full USPTO retrosynthesis dataset with 1.9M reactions from patents (1976-2016). Predict the reactants needed to synthesize the given product. (1) The reactants are: [Cl:1][C:2]1[CH:3]=[C:4]([C:10]2([C:28]([F:31])([F:30])[F:29])[O:14][N:13]=[C:12]([C:15]3[CH:20]=[CH:19][C:18]([N:21]4[CH2:24][CH:23]([C:25](O)=[O:26])[CH2:22]4)=[CH:17][CH:16]=3)[CH2:11]2)[CH:5]=[C:6]([Cl:9])[C:7]=1[Cl:8].C(Cl)(=O)C(Cl)=O.[CH3:38][NH2:39]. Given the product [CH3:38][NH:39][C:25]([CH:23]1[CH2:24][N:21]([C:18]2[CH:17]=[CH:16][C:15]([C:12]3[CH2:11][C:10]([C:4]4[CH:3]=[C:2]([Cl:1])[C:7]([Cl:8])=[C:6]([Cl:9])[CH:5]=4)([C:28]([F:29])([F:30])[F:31])[O:14][N:13]=3)=[CH:20][CH:19]=2)[CH2:22]1)=[O:26], predict the reactants needed to synthesize it. (2) Given the product [OH:27][CH2:26][CH:12]1[C:11]2[C:16](=[CH:17][CH:18]=[C:9]([O:8][CH3:7])[CH:10]=2)[CH2:15][N:14]([C:19]([O:21][C:22]([CH3:25])([CH3:24])[CH3:23])=[O:20])[CH2:13]1, predict the reactants needed to synthesize it. The reactants are: [H-].[Al+3].[Li+].[H-].[H-].[H-].[CH3:7][O:8][C:9]1[CH:10]=[C:11]2[C:16](=[CH:17][CH:18]=1)[CH2:15][N:14]([C:19]([O:21][C:22]([CH3:25])([CH3:24])[CH3:23])=[O:20])[CH2:13][CH:12]2[C:26](OC)=[O:27].[OH-].[Na+]. (3) Given the product [Cl:1][C:2]1[CH:7]=[C:6](/[C:8](=[N:26]/[NH:25][C:23](=[O:24])[C:22]2[CH:27]=[CH:28][CH:29]=[C:20]([S:17]([N:14]3[CH2:15][CH2:16][O:11][CH2:12][CH2:13]3)(=[O:18])=[O:19])[CH:21]=2)/[CH3:9])[CH:5]=[CH:4][N:3]=1, predict the reactants needed to synthesize it. The reactants are: [Cl:1][C:2]1[CH:7]=[C:6]([C:8](=O)[CH3:9])[CH:5]=[CH:4][N:3]=1.[O:11]1[CH2:16][CH2:15][N:14]([S:17]([C:20]2[CH:21]=[C:22]([CH:27]=[CH:28][CH:29]=2)[C:23]([NH:25][NH2:26])=[O:24])(=[O:19])=[O:18])[CH2:13][CH2:12]1. (4) The reactants are: C[O:2][C:3]1[CH:10]=[CH:9][C:6]([C:7]#[N:8])=[CH:5][C:4]=1[C:11]#[N:12].[Si](I)(C)(C)C.Cl. Given the product [OH:2][C:3]1[CH:10]=[CH:9][C:6]([C:7]#[N:8])=[CH:5][C:4]=1[C:11]#[N:12], predict the reactants needed to synthesize it.